The task is: Predict the reaction yield, written as a fraction of the theoretical maximum amount of product (1.0 means a 100% yield; for example, 0.34 means a 34% yield).. This data is from Reaction yield outcomes from USPTO patents with 853,638 reactions. (1) The reactants are [OH:1][C:2]1[C:3]([O:20][CH3:21])=[C:4]([C:10]2[CH:11]=[C:12]3[C:16](=[CH:17][CH:18]=2)[C:15](=[O:19])[O:14][CH2:13]3)[CH:5]=[CH:6][C:7]=1[O:8][CH3:9].C(=O)([O-])[O-].[K+].[K+].Br[CH2:29][C:30]1[CH:35]=[CH:34][C:33]([S:36]([CH3:39])(=[O:38])=[O:37])=[CH:32][CH:31]=1. The catalyst is C(#N)C. The product is [CH3:21][O:20][C:3]1[C:2]([O:1][CH2:29][C:30]2[CH:31]=[CH:32][C:33]([S:36]([CH3:39])(=[O:38])=[O:37])=[CH:34][CH:35]=2)=[C:7]([O:8][CH3:9])[CH:6]=[CH:5][C:4]=1[C:10]1[CH:11]=[C:12]2[C:16](=[CH:17][CH:18]=1)[C:15](=[O:19])[O:14][CH2:13]2. The yield is 0.197. (2) The reactants are [CH3:1][S:2][C:3]1[N:4]=[CH:5][C:6]2[CH:12]=[CH:11][C:10](=[O:13])[NH:9][C:7]=2[N:8]=1.[Br:14]N1C(=O)CCC1=O. The catalyst is CN(C)C=O. The product is [Br:14][C:11]1[C:10](=[O:13])[NH:9][C:7]2[N:8]=[C:3]([S:2][CH3:1])[N:4]=[CH:5][C:6]=2[CH:12]=1. The yield is 0.480. (3) The reactants are Cl[C:2]1[N:7]=[C:6]([C:8]2[N:12]3[CH:13]=[CH:14][CH:15]=[CH:16][C:11]3=[N:10][C:9]=2[C:17]2[CH:18]=[CH:19][C:20]([O:34][CH3:35])=[C:21]([CH:33]=2)[C:22]([NH:24][C:25]2[C:30]([F:31])=[CH:29][CH:28]=[CH:27][C:26]=2[F:32])=[O:23])[CH:5]=[CH:4][N:3]=1.[CH3:36][C:37]1[C:38]([N:46]2[CH2:51][CH2:50][CH:49]([N:52]3[CH2:57][CH2:56][N:55]([S:58]([CH3:61])(=[O:60])=[O:59])[CH2:54][CH2:53]3)[CH2:48][CH2:47]2)=[CH:39][C:40]([O:44][CH3:45])=[C:41]([CH:43]=1)[NH2:42].C1(C)C=CC(S(O)(=O)=O)=CC=1. The catalyst is CC(O)C. The product is [F:32][C:26]1[CH:27]=[CH:28][CH:29]=[C:30]([F:31])[C:25]=1[NH:24][C:22](=[O:23])[C:21]1[CH:33]=[C:17]([C:9]2[N:10]=[C:11]3[CH:16]=[CH:15][CH:14]=[CH:13][N:12]3[C:8]=2[C:6]2[CH:5]=[CH:4][N:3]=[C:2]([NH:42][C:41]3[CH:43]=[C:37]([CH3:36])[C:38]([N:46]4[CH2:51][CH2:50][CH:49]([N:52]5[CH2:53][CH2:54][N:55]([S:58]([CH3:61])(=[O:60])=[O:59])[CH2:56][CH2:57]5)[CH2:48][CH2:47]4)=[CH:39][C:40]=3[O:44][CH3:45])[N:7]=2)[CH:18]=[CH:19][C:20]=1[O:34][CH3:35]. The yield is 0.300. (4) The reactants are [CH3:1][NH:2][CH2:3][CH2:4][OH:5].C(N(CC)CC)C.[CH3:13][C:14]1([CH3:24])[O:18]/[C:17](=[CH:19]\[C:20](Cl)=[O:21])/[C:16](=[O:23])[O:15]1. The catalyst is ClCCl. The product is [CH3:13][C:14]1([CH3:24])[O:18]/[C:17](=[CH:19]\[C:20]([N:2]([CH2:3][CH2:4][OH:5])[CH3:1])=[O:21])/[C:16](=[O:23])[O:15]1. The yield is 0.420.